From a dataset of Catalyst prediction with 721,799 reactions and 888 catalyst types from USPTO. Predict which catalyst facilitates the given reaction. (1) Reactant: [CH2:1]([N:8]1[CH2:13][CH2:12][C:11](=[O:14])[CH:10]([CH2:15][CH3:16])[CH2:9]1)[C:2]1[CH:7]=[CH:6][CH:5]=[CH:4][CH:3]=1.[CH3:17]C(C)([O-])C.[K+].CI.O. Product: [CH2:1]([N:8]1[CH2:13][CH2:12][C:11](=[O:14])[C:10]([CH2:15][CH3:16])([CH3:17])[CH2:9]1)[C:2]1[CH:3]=[CH:4][CH:5]=[CH:6][CH:7]=1. The catalyst class is: 7. (2) Reactant: [N:1]1[CH:6]=[CH:5][C:4]([CH3:7])=[CH:3][C:2]=1[CH3:8].[Li]CCCC.C(NCC)C.[CH3:19][N:20]([CH:22]=O)[CH3:21]. Product: [CH3:19][N:20]([CH3:22])[CH:21]=[CH:7][C:4]1[CH:5]=[CH:6][N:1]=[C:2]([CH3:8])[CH:3]=1. The catalyst class is: 1. (3) The catalyst class is: 233. Reactant: Br[C:2]1[CH:11]=[CH:10][C:9]2[N:8]=[CH:7][C:6]3[N:12]([CH3:29])[C:13](=[O:28])[N:14]([C:15]4[CH:16]=[CH:17][C:18]([NH:22]C(=O)COC)=[N:19][C:20]=4[CH3:21])[C:5]=3[C:4]=2[CH:3]=1.[CH3:30][O:31][C:32]1[C:33]([CH2:47][O:48]C(=O)C)=[N:34][CH:35]=[C:36](B2OC(C)(C)C(C)(C)O2)[CH:37]=1.C(=O)([O-])[O-].[K+].[K+].[Li+].[OH-]. Product: [NH2:22][C:18]1[N:19]=[C:20]([CH3:21])[C:15]([N:14]2[C:5]3[C:4]4[CH:3]=[C:2]([C:36]5[CH:35]=[N:34][C:33]([CH2:47][OH:48])=[C:32]([O:31][CH3:30])[CH:37]=5)[CH:11]=[CH:10][C:9]=4[N:8]=[CH:7][C:6]=3[N:12]([CH3:29])[C:13]2=[O:28])=[CH:16][CH:17]=1. (4) The catalyst class is: 7. Reactant: [C:1]([NH2:6])(=[O:5])[C:2]([CH3:4])=[CH2:3].C([N-]C(C)C)(C)C.[Li+].[C:15]12([C:25](Cl)=[O:26])[CH2:24][CH:19]3[CH2:20][CH:21]([CH2:23][CH:17]([CH2:18]3)[CH2:16]1)[CH2:22]2.C([O:32]C)(C)(C)C. Product: [C:1]([NH2:6])(=[O:5])[C:2]([CH3:4])=[CH2:3].[C:15]12([C:25]([OH:26])=[O:32])[CH2:24][CH:19]3[CH2:20][CH:21]([CH2:23][CH:17]([CH2:18]3)[CH2:16]1)[CH2:22]2. (5) Reactant: C([O:3][C:4](=[O:21])[C:5]1[CH:10]=[CH:9][CH:8]=[N:7][C:6]=1[O:11][C:12]1[CH:20]=[CH:19][C:15]2=[N:16][O:17][N:18]=[C:14]2[CH:13]=1)C.[Li+].[OH-]. Product: [N:16]1[O:17][N:18]=[C:14]2[CH:13]=[C:12]([O:11][C:6]3[N:7]=[CH:8][CH:9]=[CH:10][C:5]=3[C:4]([OH:21])=[O:3])[CH:20]=[CH:19][C:15]=12. The catalyst class is: 7.